From a dataset of Catalyst prediction with 721,799 reactions and 888 catalyst types from USPTO. Predict which catalyst facilitates the given reaction. (1) Reactant: [CH3:1][C:2]([CH3:9])([CH2:7][OH:8])[C:3]([O:5][CH3:6])=[O:4].[Si:10](Cl)([C:13]([CH3:16])([CH3:15])[CH3:14])([CH3:12])[CH3:11].CCN(CC)CC.OS([O-])(=O)=O.[Na+]. Product: [CH3:6][O:5][C:3](=[O:4])[C:2]([CH3:9])([CH3:1])[CH2:7][O:8][Si:10]([C:13]([CH3:16])([CH3:15])[CH3:14])([CH3:12])[CH3:11]. The catalyst class is: 143. (2) Product: [CH3:14][O:15][C:16]([C:18]1[N:19]=[CH:20][N:21]([C:7]2[CH:8]=[CH:9][C:4]([N+:1]([O-:3])=[O:2])=[C:5]([N+:11]([O-:13])=[O:12])[CH:6]=2)[CH:22]=1)=[O:17]. Reactant: [N+:1]([C:4]1[CH:9]=[CH:8][C:7](F)=[CH:6][C:5]=1[N+:11]([O-:13])=[O:12])([O-:3])=[O:2].[CH3:14][O:15][C:16]([C:18]1[N:19]=[CH:20][NH:21][CH:22]=1)=[O:17].[H-].[Na+].Cl. The catalyst class is: 182. (3) Reactant: [NH:1]1[CH2:5][CH2:4][N:3]2[N:6]=[CH:7][CH:8]=[C:2]12.[N+:9]([O-])([OH:11])=[O:10]. The catalyst class is: 82. Product: [N+:9]([C:8]1[CH:7]=[N:6][N:3]2[CH2:4][CH2:5][NH:1][C:2]=12)([O-:11])=[O:10]. (4) Reactant: [C:1](Cl)(Cl)=[O:2].[CH:5](=[N:12][NH:13][C:14]1[CH:19]=[CH:18][C:17]([O:20][C:21]2[CH:26]=[CH:25][CH:24]=[CH:23][CH:22]=2)=[CH:16][CH:15]=1)[C:6]1[CH:11]=[CH:10][CH:9]=[CH:8][CH:7]=1.[CH3:27][N:28]([CH3:39])[CH2:29][CH2:30][O:31][C:32]1[CH:38]=[CH:37][C:35]([NH2:36])=[CH:34][CH:33]=1. Product: [CH:5](=[N:12][N:13]([C:14]1[CH:19]=[CH:18][C:17]([O:20][C:21]2[CH:26]=[CH:25][CH:24]=[CH:23][CH:22]=2)=[CH:16][CH:15]=1)[C:1]([NH:36][C:35]1[CH:37]=[CH:38][C:32]([O:31][CH2:30][CH2:29][N:28]([CH3:39])[CH3:27])=[CH:33][CH:34]=1)=[O:2])[C:6]1[CH:7]=[CH:8][CH:9]=[CH:10][CH:11]=1. The catalyst class is: 11. (5) Reactant: [CH3:1][C:2]1[O:3][C:4]([C:18]2[CH:23]=[CH:22][CH:21]=[C:20]([C:24]([F:27])([F:26])[F:25])[CH:19]=2)=[CH:5][C:6]=1[CH2:7][N:8]1[CH:12]=[C:11]([C:13]([O:15]CC)=[O:14])[CH:10]=[N:9]1.[OH-].[Na+].Cl. Product: [CH3:1][C:2]1[O:3][C:4]([C:18]2[CH:23]=[CH:22][CH:21]=[C:20]([C:24]([F:27])([F:25])[F:26])[CH:19]=2)=[CH:5][C:6]=1[CH2:7][N:8]1[CH:12]=[C:11]([C:13]([OH:15])=[O:14])[CH:10]=[N:9]1. The catalyst class is: 8.